This data is from Forward reaction prediction with 1.9M reactions from USPTO patents (1976-2016). The task is: Predict the product of the given reaction. (1) Given the reactants C(O)(C(F)(F)F)=O.[NH2:8][C:9](=[O:50])[CH2:10][C:11]1[CH:48]=[C:47]([F:49])[CH:46]=[CH:45][C:12]=1[CH2:13][CH2:14][C:15]1[C:20]([C:21]([F:24])([F:23])[F:22])=[CH:19][N:18]=[C:17]([NH:25][C:26]2[CH:31]=[CH:30][C:29]([CH:32]3[CH2:37][CH2:36][N:35](C(OC(C)(C)C)=O)[CH2:34][CH2:33]3)=[CH:28][CH:27]=2)[N:16]=1, predict the reaction product. The product is: [F:49][C:47]1[CH:46]=[CH:45][C:12]([CH2:13][CH2:14][C:15]2[C:20]([C:21]([F:23])([F:24])[F:22])=[CH:19][N:18]=[C:17]([NH:25][C:26]3[CH:31]=[CH:30][C:29]([CH:32]4[CH2:37][CH2:36][NH:35][CH2:34][CH2:33]4)=[CH:28][CH:27]=3)[N:16]=2)=[C:11]([CH2:10][C:9]([NH2:8])=[O:50])[CH:48]=1. (2) Given the reactants [Br:1][C:2]1[CH:3]=[N:4][CH:5]=[C:6]2[C:11]=1[N:10]=[C:9]([C:12]([OH:14])=O)[CH:8]=[CH:7]2.CN(C(ON1N=NC2C=CC=NC1=2)=[N+](C)C)C.F[P-](F)(F)(F)(F)F.CCN(C(C)C)C(C)C.Cl.[F:49][C:50]1([F:56])[CH2:55][CH2:54][CH2:53][NH:52][CH2:51]1, predict the reaction product. The product is: [Br:1][C:2]1[CH:3]=[N:4][CH:5]=[C:6]2[C:11]=1[N:10]=[C:9]([C:12]([N:52]1[CH2:53][CH2:54][CH2:55][C:50]([F:56])([F:49])[CH2:51]1)=[O:14])[CH:8]=[CH:7]2. (3) Given the reactants [NH2:1][C:2]1[S:3][C:4]([C:8](=[O:10])[CH3:9])=[C:5]([CH3:7])[N:6]=1.CO[CH:13](OC)[N:14]([CH3:16])[CH3:15], predict the reaction product. The product is: [CH3:13][N:14]([CH3:16])[CH:15]=[CH:9][C:8]([C:4]1[S:3][C:2]([N:1]=[CH:13][N:14]([CH3:16])[CH3:15])=[N:6][C:5]=1[CH3:7])=[O:10].